This data is from Catalyst prediction with 721,799 reactions and 888 catalyst types from USPTO. The task is: Predict which catalyst facilitates the given reaction. (1) Reactant: [CH3:1][S:2](Cl)(=[O:4])=[O:3].[Cl:6][C:7]1[C:8]([CH2:17][O:18][CH:19]2[CH2:24][CH2:23][CH:22]([C:25]([F:28])([F:27])[F:26])[CH2:21][CH2:20]2)=[CH:9][C:10]2[O:14][N:13]=[C:12]([NH2:15])[C:11]=2[CH:16]=1.C(N(CC)CC)C. Product: [Cl:6][C:7]1[C:8]([CH2:17][O:18][CH:19]2[CH2:20][CH2:21][CH:22]([C:25]([F:27])([F:26])[F:28])[CH2:23][CH2:24]2)=[CH:9][C:10]2[O:14][N:13]=[C:12]([NH:15][S:2]([CH3:1])(=[O:4])=[O:3])[C:11]=2[CH:16]=1. The catalyst class is: 2. (2) Reactant: C([Si](C)(C)[O:6][C@H:7]1[CH2:12][CH2:11][C@H:10]([N:13]2[C:18]3=[N:19][C:20]([NH:23][C:24]4[CH:29]=[CH:28][C:27]([O:30][CH3:31])=[CH:26][CH:25]=4)=[N:21][CH:22]=[C:17]3[CH2:16][N:15]([C:32]3[CH:37]=[CH:36][C:35]([O:38][CH3:39])=[CH:34][CH:33]=3)[C:14]2=[O:40])[CH2:9][CH2:8]1)(C)(C)C.FC(F)(F)C(O)=O. Product: [CH3:39][O:38][C:35]1[CH:36]=[CH:37][C:32]([N:15]2[CH2:16][C:17]3[C:18](=[N:19][C:20]([NH:23][C:24]4[CH:29]=[CH:28][C:27]([O:30][CH3:31])=[CH:26][CH:25]=4)=[N:21][CH:22]=3)[N:13]([C@H:10]3[CH2:11][CH2:12][C@H:7]([OH:6])[CH2:8][CH2:9]3)[C:14]2=[O:40])=[CH:33][CH:34]=1. The catalyst class is: 96. (3) Reactant: [NH2:1][C:2]1[CH:7]=[CH:6][CH:5]=[CH:4][CH:3]=1.Br[C:9]1[C:17]2[C:12](=[N:13][CH:14]=[CH:15][CH:16]=2)[N:11]([Si](C(C)C)(C(C)C)C(C)C)[CH:10]=1.C1(C2C=CC=CC=2)C=CC=CC=1P(C(C)(C)C)C(C)(C)C.CC([O-])(C)C.[Na+]. Product: [C:2]1([NH:1][C:9]2[C:17]3[C:12](=[N:13][CH:14]=[CH:15][CH:16]=3)[NH:11][CH:10]=2)[CH:7]=[CH:6][CH:5]=[CH:4][CH:3]=1. The catalyst class is: 222.